This data is from Full USPTO retrosynthesis dataset with 1.9M reactions from patents (1976-2016). The task is: Predict the reactants needed to synthesize the given product. (1) Given the product [Cl:1][C:2]1[CH:3]=[C:4]([NH:10][C:11](=[O:12])[CH:13]([OH:14])[CH2:17][CH2:16][C:15]([NH:37][C:38]2[CH:47]=[C:46]3[C:41](=[CH:40][CH:39]=2)[N:42]([CH2:53][CH3:54])[C:43](=[O:52])[N:44]([CH2:48][CH:49]2[CH2:50][CH2:51]2)[C:45]3=[O:30])=[O:18])[CH:5]=[CH:6][C:7]=1[C:8]#[N:9], predict the reactants needed to synthesize it. The reactants are: [Cl:1][C:2]1[CH:3]=[C:4]([NH:10][C:11]([C@@H:13]2[CH2:17][CH2:16][C:15](=[O:18])[O:14]2)=[O:12])[CH:5]=[CH:6][C:7]=1[C:8]#[N:9].ClC1C=C(NC([C@H]2CCC(=O)O2)=[O:30])C=CC=1C#N.[NH2:37][C:38]1[CH:39]=[C:40]2[C:45](=[CH:46][CH:47]=1)[N:44]([CH2:48][CH:49]1[CH2:51][CH2:50]1)[C:43](=[O:52])[N:42]([CH2:53][CH3:54])[C:41]2=O.C(=O)([O-])[O-].[K+].[K+].Cl. (2) Given the product [CH3:25][C:23]1([CH3:24])[O:26][C:19]([C:15]2[CH:14]=[C:13]3[C:18]([C:10]([C:8]([NH:7][CH2:6][C:5]4[CH:4]=[CH:3][C:2]([F:1])=[CH:38][CH:37]=4)=[O:9])=[C:11]([CH:34]([CH3:36])[CH3:35])[N:12]3[CH2:27][C:28]3[CH:33]=[CH:32][CH:31]=[CH:30][N:29]=3)=[CH:17][CH:16]=2)=[N:21][CH2:22]1, predict the reactants needed to synthesize it. The reactants are: [F:1][C:2]1[CH:38]=[CH:37][C:5]([CH2:6][NH:7][C:8]([C:10]2[C:18]3[C:13](=[CH:14][C:15]([C:19]([NH:21][CH2:22][C:23]([OH:26])([CH3:25])[CH3:24])=O)=[CH:16][CH:17]=3)[N:12]([CH2:27][C:28]3[CH:33]=[CH:32][CH:31]=[CH:30][N:29]=3)[C:11]=2[CH:34]([CH3:36])[CH3:35])=[O:9])=[CH:4][CH:3]=1.C(N1C2C(=CC=C(C(NCC(O)(C)C)=O)C=2)C(C(NCC2C=CC(F)=C(F)C=2)=O)=C1C(C)C)C1C=CC=CC=1.O=P12OP3(OP(OP(O3)(O1)=O)(=O)O2)=O. (3) Given the product [Cl:12][C:13]1[C:3]([CH2:4][OH:5])=[N:2][CH:1]=[CH:17][CH:18]=1, predict the reactants needed to synthesize it. The reactants are: [CH3:1][N:2](C)[CH2:3][CH2:4][OH:5].C([Li])CCC.[Cl:12][C:13]1C=NC=[CH:17][CH:18]=1.[BH4-].[Na+].